This data is from Forward reaction prediction with 1.9M reactions from USPTO patents (1976-2016). The task is: Predict the product of the given reaction. Given the reactants [SH:1][C:2]1[N:3]([CH3:7])[CH:4]=[CH:5][N:6]=1.Br[CH2:9][C:10]([C:12]1([C:16]2[CH:21]=[CH:20][C:19]([Cl:22])=[CH:18][CH:17]=2)[CH2:15][CH2:14][CH2:13]1)=[O:11].CCN(CC)CC, predict the reaction product. The product is: [Cl:22][C:19]1[CH:18]=[CH:17][C:16]([C:12]2([C:10](=[O:11])[CH2:9][S:1][C:2]3[N:3]([CH3:7])[CH:4]=[CH:5][N:6]=3)[CH2:15][CH2:14][CH2:13]2)=[CH:21][CH:20]=1.